This data is from Forward reaction prediction with 1.9M reactions from USPTO patents (1976-2016). The task is: Predict the product of the given reaction. (1) Given the reactants [F:1][C:2]1[CH:3]=[C:4]([CH:29]=[CH:30][C:31]=1[F:32])[CH2:5][NH:6][C:7]([C:9]1[C:17]2[C:12](=[CH:13][C:14]([OH:18])=[CH:15][CH:16]=2)[N:11]([CH2:19][C:20]2[CH:25]=[CH:24][CH:23]=[CH:22][N:21]=2)[C:10]=1[C:26]([OH:28])=[O:27])=[O:8].OS(O)(=O)=O.I[CH:39]([CH3:41])[CH3:40].[C:42]([O-])([O-])=O.[K+].[K+], predict the reaction product. The product is: [F:1][C:2]1[CH:3]=[C:4]([CH:29]=[CH:30][C:31]=1[F:32])[CH2:5][NH:6][C:7]([C:9]1[C:17]2[C:12](=[CH:13][C:14]([O:18][CH:39]([CH3:41])[CH3:40])=[CH:15][CH:16]=2)[N:11]([CH2:19][C:20]2[CH:25]=[CH:24][CH:23]=[CH:22][N:21]=2)[C:10]=1[C:26]([O:28][CH3:42])=[O:27])=[O:8]. (2) Given the reactants [CH:1]([N:4]1[C:8]([C:9]2[S:10][C:11]3[CH2:12][CH2:13][O:14][C:15]4[CH:22]=[C:21]([CH:23]5[CH2:28][CH2:27][NH:26][CH2:25][CH2:24]5)[CH:20]=[CH:19][C:16]=4[C:17]=3[N:18]=2)=[N:7][CH:6]=[N:5]1)([CH3:3])[CH3:2].C(N(CC)CC)C.[CH3:36][S:37](Cl)(=[O:39])=[O:38].O, predict the reaction product. The product is: [CH:1]([N:4]1[C:8]([C:9]2[S:10][C:11]3[CH2:12][CH2:13][O:14][C:15]4[CH:22]=[C:21]([CH:23]5[CH2:28][CH2:27][N:26]([S:37]([CH3:36])(=[O:39])=[O:38])[CH2:25][CH2:24]5)[CH:20]=[CH:19][C:16]=4[C:17]=3[N:18]=2)=[N:7][CH:6]=[N:5]1)([CH3:3])[CH3:2]. (3) Given the reactants [Cl:1][C:2]1[N:3]=[N:4][C:5](Cl)=[CH:6][CH:7]=1.Cl.[NH2:10][NH:11][C:12](N)=[O:13], predict the reaction product. The product is: [Cl:1][C:2]1[CH:7]=[CH:6][C:5]2[N:4]([C:12](=[O:13])[NH:11][N:10]=2)[N:3]=1. (4) The product is: [F:14][C:2]([F:1])([F:13])[C:3]([NH:5][C:6]1[CH:11]=[CH:10][C:9]([I:12])=[CH:8][C:7]=1[CH3:16])=[O:4]. Given the reactants [F:1][C:2]([F:14])([F:13])[C:3]([NH:5][C:6]1[CH:11]=[CH:10][C:9]([I:12])=[CH:8][CH:7]=1)=[O:4].I[C:16]1C=CC(N)=C(C)C=1, predict the reaction product.